From a dataset of Full USPTO retrosynthesis dataset with 1.9M reactions from patents (1976-2016). Predict the reactants needed to synthesize the given product. (1) Given the product [CH2:21]([O:23][C:24]([C:25]1[N:26]=[CH:27][N:28]2[C:30]=1[CH2:34][N:35]([CH2:46][C:47]1[CH:52]=[CH:51][C:50]([O:53][CH3:54])=[CH:49][C:48]=1[O:55][CH3:56])[C:36](=[O:45])[C:37]1[CH:43]=[C:42]([CH3:44])[CH:41]=[CH:40][C:29]2=1)=[O:31])[CH3:22], predict the reactants needed to synthesize it. The reactants are: C[Si](C)(C)N[Si](C)(C)C.[Li]CCCC.CCCCCC.[CH2:21]([O:23][C:24](=[O:31])[CH2:25]/[N:26]=[CH:27]/[N:28]([CH3:30])[CH3:29])[CH3:22].ClC1[CH2:34][N:35]([CH2:46][C:47]2[CH:52]=[CH:51][C:50]([O:53][CH3:54])=[CH:49][C:48]=2[O:55][CH3:56])[C:36](=[O:45])[C:37]2[CH:43]=[C:42]([CH3:44])[CH:41]=[CH:40]C=2N=1. (2) Given the product [NH2:15][C@@H:10]([C:11]([CH3:14])([CH3:13])[CH3:12])[C:9]([N:6]1[CH2:7][CH2:8][C@@H:4]([N:1]=[N+:2]=[N-:3])[C@H:5]1[C:24]([NH:26][C@@H:27]([CH2:32][C:33]1[CH:42]=[CH:41][C:40]2[C:35](=[CH:36][CH:37]=[CH:38][CH:39]=2)[CH:34]=1)[C:28]([O:30][CH3:31])=[O:29])=[O:25])=[O:23], predict the reactants needed to synthesize it. The reactants are: [N:1]([C@@H:4]1[CH2:8][CH2:7][N:6]([C:9](=[O:23])[C@@H:10]([NH:15]C(OC(C)(C)C)=O)[C:11]([CH3:14])([CH3:13])[CH3:12])[C@@H:5]1[C:24]([NH:26][C@@H:27]([CH2:32][C:33]1[CH:42]=[CH:41][C:40]2[C:35](=[CH:36][CH:37]=[CH:38][CH:39]=2)[CH:34]=1)[C:28]([O:30][CH3:31])=[O:29])=[O:25])=[N+:2]=[N-:3].Cl. (3) Given the product [Cl:1][C:2]1[C:7]([N:8]([CH3:10])[CH3:9])=[CH:6][C:5]([C:11]2[CH:12]=[C:13]3[C:18](=[CH:19][CH:20]=2)[N:17]=[CH:16][CH:15]=[C:14]3[N:33]2[CH2:34][CH2:35][N:30]([CH:28]([C:22]3[CH:27]=[CH:26][CH:25]=[CH:24][CH:23]=3)[CH3:29])[CH2:31][CH2:32]2)=[CH:4][N:3]=1, predict the reactants needed to synthesize it. The reactants are: [Cl:1][C:2]1[C:7]([N:8]([CH3:10])[CH3:9])=[CH:6][C:5]([C:11]2[CH:12]=[C:13]3[C:18](=[CH:19][CH:20]=2)[N:17]=[CH:16][CH:15]=[C:14]3Cl)=[CH:4][N:3]=1.[C:22]1([CH:28]([N:30]2[CH2:35][CH2:34][NH:33][CH2:32][CH2:31]2)[CH3:29])[CH:27]=[CH:26][CH:25]=[CH:24][CH:23]=1. (4) Given the product [O:15]1[CH2:16][CH2:17][N:12]([CH2:2][C:3]2[CH:11]=[CH:10][C:6]([C:7]([OH:9])=[O:8])=[CH:5][CH:4]=2)[CH2:13][CH2:14]1, predict the reactants needed to synthesize it. The reactants are: Br[CH2:2][C:3]1[CH:11]=[CH:10][C:6]([C:7]([OH:9])=[O:8])=[CH:5][CH:4]=1.[NH:12]1[CH2:17][CH2:16][O:15][CH2:14][CH2:13]1. (5) Given the product [NH:8]1[CH2:13][CH2:12][CH:11]([C:14]2[O:15][C:16]([C:19]3[C:20]([NH2:32])=[N:21][CH:22]=[C:23]([C:25]4[CH:30]=[CH:29][C:28]([CH3:31])=[CH:27][CH:26]=4)[CH:24]=3)=[N:17][N:18]=2)[CH2:10][CH2:9]1, predict the reactants needed to synthesize it. The reactants are: C(OC([N:8]1[CH2:13][CH2:12][CH:11]([C:14]2[O:15][C:16]([C:19]3[C:20]([NH2:32])=[N:21][CH:22]=[C:23]([C:25]4[CH:30]=[CH:29][C:28]([CH3:31])=[CH:27][CH:26]=4)[CH:24]=3)=[N:17][N:18]=2)[CH2:10][CH2:9]1)=O)(C)(C)C.Cl. (6) Given the product [CH:1]1([C@H:7]([NH:15][C:16]([C:18]2[CH:23]=[CH:22][C:21]([C:24]3[CH:25]=[CH:26][C:27]([CH:30]=[O:31])=[CH:28][CH:29]=3)=[CH:20][C:19]=2[NH:32][C:33]([NH:35][C:36]2[C:37]([CH3:44])=[CH:38][C:39]([CH3:43])=[CH:40][C:41]=2[CH3:42])=[O:34])=[O:17])[C:8]([O:10][C:11]([CH3:12])([CH3:13])[CH3:14])=[O:9])[CH2:6][CH2:5][CH2:4][CH2:3][CH2:2]1, predict the reactants needed to synthesize it. The reactants are: [CH:1]1([C@H:7]([NH:15][C:16]([C:18]2[CH:23]=[CH:22][C:21]([C:24]3[CH:29]=[CH:28][C:27]([CH2:30][OH:31])=[CH:26][CH:25]=3)=[CH:20][C:19]=2[NH:32][C:33]([NH:35][C:36]2[C:41]([CH3:42])=[CH:40][C:39]([CH3:43])=[CH:38][C:37]=2[CH3:44])=[O:34])=[O:17])[C:8]([O:10][C:11]([CH3:14])([CH3:13])[CH3:12])=[O:9])[CH2:6][CH2:5][CH2:4][CH2:3][CH2:2]1. (7) Given the product [Br:1][C:2]1[CH:11]=[CH:10][C:5]([C:6]2[N:15]=[C:12]([CH3:13])[O:14][CH:7]=2)=[CH:4][CH:3]=1, predict the reactants needed to synthesize it. The reactants are: [Br:1][C:2]1[CH:11]=[CH:10][C:5]([C:6](=O)[CH2:7]Br)=[CH:4][CH:3]=1.[C:12]([NH2:15])(=[O:14])[CH3:13]. (8) The reactants are: [Cl:1][C:2]1[CH:3]=[CH:4][C:5]([OH:8])=[N:6][CH:7]=1.[H-].[Na+].F[C:12]1[CH:21]=[C:20]2[C:15]([C:16]([N:22]3[CH2:27][CH2:26][N:25]([C:28]([O:30][C:31]([CH3:34])([CH3:33])[CH3:32])=[O:29])[CH2:24][CH2:23]3)=[N:17][CH:18]=[N:19]2)=[CH:14][C:13]=1[N+:35]([O-:37])=[O:36]. Given the product [Cl:1][C:2]1[CH:3]=[CH:4][C:5](=[O:8])[N:6]([C:12]2[CH:21]=[C:20]3[C:15]([C:16]([N:22]4[CH2:23][CH2:24][N:25]([C:28]([O:30][C:31]([CH3:32])([CH3:33])[CH3:34])=[O:29])[CH2:26][CH2:27]4)=[N:17][CH:18]=[N:19]3)=[CH:14][C:13]=2[N+:35]([O-:37])=[O:36])[CH:7]=1, predict the reactants needed to synthesize it.